Dataset: Reaction yield outcomes from USPTO patents with 853,638 reactions. Task: Predict the reaction yield, written as a fraction of the theoretical maximum amount of product (1.0 means a 100% yield; for example, 0.34 means a 34% yield). (1) The catalyst is P(Cl)(Cl)(Cl)=O.C1(C)C=CC=CC=1. The reactants are [CH3:1][C:2]1[N:6]([CH2:7][C:8]([F:11])([F:10])[F:9])[N:5]=[CH:4][C:3]=1[C:12]([NH:14][NH:15][C:16]([C:18]1[CH:19]=[N:20][CH:21]=[CH:22][CH:23]=1)=[O:17])=O. The product is [CH3:1][C:2]1[N:6]([CH2:7][C:8]([F:11])([F:10])[F:9])[N:5]=[CH:4][C:3]=1[C:12]1[O:17][C:16]([C:18]2[CH:19]=[N:20][CH:21]=[CH:22][CH:23]=2)=[N:15][N:14]=1. The yield is 0.380. (2) The reactants are F[C:2]1[CH:7]=[CH:6][CH:5]=[CH:4][C:3]=1[N+:8]([O-:10])=[O:9].[CH2:11]([NH2:18])[C:12]1[CH:17]=[CH:16][CH:15]=[CH:14][CH:13]=1. The catalyst is CN(C=O)C. The yield is 1.00. The product is [CH2:11]([NH:18][C:2]1[CH:7]=[CH:6][CH:5]=[CH:4][C:3]=1[N+:8]([O-:10])=[O:9])[C:12]1[CH:17]=[CH:16][CH:15]=[CH:14][CH:13]=1. (3) The reactants are [NH2:1][C:2]1[CH:3]=[C:4]([CH:16]=[CH:17][CH:18]=1)[O:5][C:6]1[CH:11]=[CH:10][N:9]=[C:8]2[NH:12][C:13](=[O:15])[NH:14][C:7]=12.[F:19][C:20]1[CH:28]=[CH:27][C:23]([C:24](Cl)=[O:25])=[CH:22][C:21]=1[O:29][C:30]([F:33])([F:32])[F:31]. No catalyst specified. The product is [F:19][C:20]1[CH:28]=[CH:27][C:23]([C:24]([NH:1][C:2]2[CH:18]=[CH:17][CH:16]=[C:4]([O:5][C:6]3[CH:11]=[CH:10][N:9]=[C:8]4[NH:12][C:13](=[O:15])[NH:14][C:7]=34)[CH:3]=2)=[O:25])=[CH:22][C:21]=1[O:29][C:30]([F:31])([F:33])[F:32]. The yield is 0.430. (4) The reactants are [CH:1]1([P:7]([CH:29]2[CH2:34][CH2:33][CH2:32][CH2:31][CH2:30]2)[C:8]2[CH:13]=[CH:12][CH:11]=[CH:10][C:9]=2[C:14]2[C:19]([CH:20]([CH3:22])[CH3:21])=[CH:18][C:17](C(C)C)=[CH:16][C:15]=2[CH:26]([CH3:28])[CH3:27])[CH2:6][CH2:5][CH2:4][CH2:3][CH2:2]1.C(Cl)Cl.[OH:38][S:39](O)(=[O:41])=[O:40].[OH-].[Na+:44]. The catalyst is CO. The product is [CH:1]1([P:7]([CH:29]2[CH2:34][CH2:33][CH2:32][CH2:31][CH2:30]2)[C:8]2[CH:13]=[CH:12][CH:11]=[CH:10][C:9]=2[C:14]2[C:19]([CH:20]([CH3:22])[CH3:21])=[CH:18][C:17]([S:39]([O-:41])(=[O:40])=[O:38])=[CH:16][C:15]=2[CH:26]([CH3:28])[CH3:27])[CH2:6][CH2:5][CH2:4][CH2:3][CH2:2]1.[Na+:44]. The yield is 0.940. (5) The reactants are [OH:1][C@@H:2]1[CH2:6][N:5]([CH2:7][CH2:8][N:9]2[C:18]3[C:13](=[N:14][CH:15]=[C:16]([O:19][CH3:20])[CH:17]=3)[CH:12]=[CH:11][C:10]2=[O:21])[CH2:4][C@@H:3]1[CH2:22][NH:23]C(=O)OCC1C=CC=CC=1. The catalyst is CO.[Pd]. The product is [NH2:23][CH2:22][C@@H:3]1[C@H:2]([OH:1])[CH2:6][N:5]([CH2:7][CH2:8][N:9]2[C:18]3[C:13](=[N:14][CH:15]=[C:16]([O:19][CH3:20])[CH:17]=3)[CH:12]=[CH:11][C:10]2=[O:21])[CH2:4]1. The yield is 0.900.